From a dataset of Reaction yield outcomes from USPTO patents with 853,638 reactions. Predict the reaction yield, written as a fraction of the theoretical maximum amount of product (1.0 means a 100% yield; for example, 0.34 means a 34% yield). (1) The reactants are COC(C1C=C(NS(C2C=CC(C)=CC=2)(=O)=O)C2C(=C(OCC3C=CC=CC=3)C=CC=2)N=1)=O.[CH3:34][O:35][C:36]([C:38]1[CH:47]=[C:46]([N:48]2[CH2:53][CH2:52][N:51](CC3C=CC=CC=3)[CH2:50][CH2:49]2)[C:45]2[C:40](=[C:41]([O:61]CC3C=CC=CC=3)[CH:42]=[CH:43][CH:44]=2)[N:39]=1)=[O:37]. No catalyst specified. The product is [CH3:34][O:35][C:36]([C:38]1[CH:47]=[C:46]([N:48]2[CH2:53][CH2:52][NH:51][CH2:50][CH2:49]2)[C:45]2[C:40](=[C:41]([OH:61])[CH:42]=[CH:43][CH:44]=2)[N:39]=1)=[O:37]. The yield is 0.930. (2) The reactants are [O-]P([O-])([O-])=O.[K+].[K+].[K+].[CH2:9]([O:11][C:12]([C:14]1[C:18]([CH3:19])=[C:17]([C:20]2[CH:25]=[CH:24][CH:23]=[C:22](Br)[CH:21]=2)[N:16]([CH3:27])[N:15]=1)=[O:13])[CH3:10].[O:28]1[C:32](B(O)O)=[CH:31][C:30]2[CH:36]=[CH:37][CH:38]=[CH:39][C:29]1=2. No catalyst specified. The product is [CH2:9]([O:11][C:12]([C:14]1[C:18]([CH3:19])=[C:17]([C:20]2[CH:25]=[CH:24][CH:23]=[CH:22][C:21]=2[C:32]2[O:28][C:29]3[CH:39]=[CH:38][CH:37]=[CH:36][C:30]=3[CH:31]=2)[N:16]([CH3:27])[N:15]=1)=[O:13])[CH3:10]. The yield is 0.730. (3) The reactants are Cl[C:2]1[CH:3]=[C:4]2[C:10]([NH2:11])=[N:9][NH:8][C:5]2=[N:6][N:7]=1.[OH-].[Na+]. The catalyst is [Pd].CO. The product is [NH:8]1[C:5]2=[N:6][N:7]=[CH:2][CH:3]=[C:4]2[C:10]([NH2:11])=[N:9]1. The yield is 0.630.